Task: Regression. Given two drug SMILES strings and cell line genomic features, predict the synergy score measuring deviation from expected non-interaction effect.. Dataset: NCI-60 drug combinations with 297,098 pairs across 59 cell lines (1) Drug 2: C1CN1P(=S)(N2CC2)N3CC3. Synergy scores: CSS=9.66, Synergy_ZIP=4.70, Synergy_Bliss=11.2, Synergy_Loewe=7.65, Synergy_HSA=8.85. Drug 1: CC1C(C(=O)NC(C(=O)N2CCCC2C(=O)N(CC(=O)N(C(C(=O)O1)C(C)C)C)C)C(C)C)NC(=O)C3=C4C(=C(C=C3)C)OC5=C(C(=O)C(=C(C5=N4)C(=O)NC6C(OC(=O)C(N(C(=O)CN(C(=O)C7CCCN7C(=O)C(NC6=O)C(C)C)C)C)C(C)C)C)N)C. Cell line: HT29. (2) Cell line: ACHN. Drug 2: C1CC(=O)NC(=O)C1N2CC3=C(C2=O)C=CC=C3N. Synergy scores: CSS=19.1, Synergy_ZIP=2.40, Synergy_Bliss=1.50, Synergy_Loewe=0.843, Synergy_HSA=1.10. Drug 1: CCCS(=O)(=O)NC1=C(C(=C(C=C1)F)C(=O)C2=CNC3=C2C=C(C=N3)C4=CC=C(C=C4)Cl)F. (3) Cell line: SN12C. Synergy scores: CSS=19.7, Synergy_ZIP=-7.60, Synergy_Bliss=3.06, Synergy_Loewe=-2.86, Synergy_HSA=2.78. Drug 2: CN(CC1=CN=C2C(=N1)C(=NC(=N2)N)N)C3=CC=C(C=C3)C(=O)NC(CCC(=O)O)C(=O)O. Drug 1: C1CCC(CC1)NC(=O)N(CCCl)N=O.